Dataset: Reaction yield outcomes from USPTO patents with 853,638 reactions. Task: Predict the reaction yield, written as a fraction of the theoretical maximum amount of product (1.0 means a 100% yield; for example, 0.34 means a 34% yield). (1) The reactants are [F:1][C:2]([F:15])([F:14])[CH2:3][N:4]1[C:9](=[O:10])[C:8]2[CH:11]=[CH:12][S:13][C:7]=2[N:6]=[CH:5]1.[Br:16]Br. The catalyst is CN(C=O)C.S([O-])([O-])(=O)=S.[Na+].[Na+].C(=O)(O)[O-].[Na+]. The product is [Br:16][C:12]1[S:13][C:7]2[N:6]=[CH:5][N:4]([CH2:3][C:2]([F:1])([F:14])[F:15])[C:9](=[O:10])[C:8]=2[CH:11]=1. The yield is 0.940. (2) The reactants are [Br:1][C:2]1[C:14](I)=[CH:13][C:5]([C:6]([NH:8][S:9]([CH3:12])(=[O:11])=[O:10])=[O:7])=[C:4]([F:16])[CH:3]=1.[CH:17]1(B(O)O)[CH2:19][CH2:18]1.C([O-])([O-])=O.[Na+].[Na+]. The catalyst is COC1CCCC1.C1C=CC([P]([Pd]([P](C2C=CC=CC=2)(C2C=CC=CC=2)C2C=CC=CC=2)([P](C2C=CC=CC=2)(C2C=CC=CC=2)C2C=CC=CC=2)[P](C2C=CC=CC=2)(C2C=CC=CC=2)C2C=CC=CC=2)(C2C=CC=CC=2)C2C=CC=CC=2)=CC=1. The product is [Br:1][C:2]1[C:14]([CH:17]2[CH2:19][CH2:18]2)=[CH:13][C:5]([C:6]([NH:8][S:9]([CH3:12])(=[O:11])=[O:10])=[O:7])=[C:4]([F:16])[CH:3]=1. The yield is 0.310.